Dataset: Forward reaction prediction with 1.9M reactions from USPTO patents (1976-2016). Task: Predict the product of the given reaction. (1) The product is: [NH2:1][C:2]1[C:12]([Cl:13])=[C:11]([CH2:14][N:17]2[CH2:22][CH2:21][CH2:20][C@@H:19]([NH:23][C:24]([O:25][C:26]([CH3:29])([CH3:28])[CH3:27])=[O:30])[CH2:18]2)[C:10]([CH3:16])=[CH:9][C:3]=1[C:4]([O:6][CH2:7][CH3:8])=[O:5]. Given the reactants [NH2:1][C:2]1[C:12]([Cl:13])=[C:11]([CH:14]=O)[C:10]([CH3:16])=[CH:9][C:3]=1[C:4]([O:6][CH2:7][CH3:8])=[O:5].[NH:17]1[CH2:22][CH2:21][CH2:20][C@@H:19]([NH:23][C:24](=[O:30])[O:25][C:26]([CH3:29])([CH3:28])[CH3:27])[CH2:18]1, predict the reaction product. (2) Given the reactants CN1CCOCC1.[CH2:8]([O:15][C:16](=[O:31])[CH:17]([NH:23][C:24]([O:26][C:27]([CH3:30])([CH3:29])[CH3:28])=[O:25])[CH2:18][CH2:19][C:20]([OH:22])=O)[C:9]1[CH:14]=[CH:13][CH:12]=[CH:11][CH:10]=1.CN([C:35]([O:39][N:40]1N=NC2C=CC=N[C:41]1=2)=[N+](C)C)C.F[P-](F)(F)(F)(F)F.Cl.CNOC, predict the reaction product. The product is: [CH2:8]([O:15][C:16](=[O:31])[CH:17]([NH:23][C:24]([O:26][C:27]([CH3:30])([CH3:29])[CH3:28])=[O:25])[CH2:18][CH2:19][C:20](=[O:22])[N:40]([O:39][CH3:35])[CH3:41])[C:9]1[CH:10]=[CH:11][CH:12]=[CH:13][CH:14]=1. (3) Given the reactants [CH3:1][O:2][C:3](=[O:17])[C@@H:4]1[CH2:8][C@@H:7]([OH:9])[CH2:6][N:5]1[C:10]([O:12][C:13]([CH3:16])([CH3:15])[CH3:14])=[O:11].[CH3:18][C:19]1[CH:24]=[CH:23][C:22]([S:25](Cl)(=[O:27])=[O:26])=[CH:21][CH:20]=1.CN(C=O)C, predict the reaction product. The product is: [CH3:1][O:2][C:3]([CH:4]1[CH2:8][CH:7]([O:9][S:25]([C:22]2[CH:23]=[CH:24][C:19]([CH3:18])=[CH:20][CH:21]=2)(=[O:27])=[O:26])[CH2:6][N:5]1[C:10]([O:12][C:13]([CH3:14])([CH3:16])[CH3:15])=[O:11])=[O:17]. (4) Given the reactants [N:1]([CH2:4][CH2:5][CH2:6][C:7]1[C:15]2[C:10](=[CH:11][CH:12]=[C:13]([Cl:16])[CH:14]=2)[NH:9][CH:8]=1)=[N+]=[N-].C1(P(C2C=CC=CC=2)C2C=CC=CC=2)C=CC=CC=1.O, predict the reaction product. The product is: [Cl:16][C:13]1[CH:14]=[C:15]2[C:10](=[CH:11][CH:12]=1)[NH:9][CH:8]=[C:7]2[CH2:6][CH2:5][CH2:4][NH2:1]. (5) Given the reactants [N:1]1[CH:6]=[CH:5][CH:4]=[C:3]([CH2:7][C:8]2[CH:9]=[N:10][CH:11]=[CH:12][CH:13]=2)[CH:2]=1.[Li+].CC([N-]C(C)C)C.[Br:22][C:23]1[N:28]=[C:27]([CH:29](Cl)[C:30]2[CH:31]=[C:32]([CH:35]=[CH:36][CH:37]=2)[C:33]#[N:34])[CH:26]=[CH:25][CH:24]=1, predict the reaction product. The product is: [Br:22][C:23]1[N:28]=[C:27]([CH:29]([C:30]2[CH:31]=[C:32]([CH:35]=[CH:36][CH:37]=2)[C:33]#[N:34])[CH:7]([C:8]2[CH:9]=[N:10][CH:11]=[CH:12][CH:13]=2)[C:3]2[CH:2]=[N:1][CH:6]=[CH:5][CH:4]=2)[CH:26]=[CH:25][CH:24]=1.